This data is from Reaction yield outcomes from USPTO patents with 853,638 reactions. The task is: Predict the reaction yield, written as a fraction of the theoretical maximum amount of product (1.0 means a 100% yield; for example, 0.34 means a 34% yield). (1) The reactants are [CH2:1]([O:8][C:9]1[CH:18]=[C:17]2[C:12]([C:13]([OH:19])=[CH:14][CH:15]=[N:16]2)=[CH:11][C:10]=1[O:20][CH3:21])[C:2]1[CH:7]=[CH:6][CH:5]=[CH:4][CH:3]=1.N1C(C)=CC=CC=1C.C(=O)=O.[F:33][C:34]([F:40])([F:39])[S:35](Cl)(=[O:37])=[O:36]. The catalyst is CN(C)C1C=CN=CC=1.O.C(Cl)Cl. The product is [CH2:1]([O:8][C:9]1[CH:18]=[C:17]2[C:12]([C:13]([O:19][S:35]([C:34]([F:40])([F:39])[F:33])(=[O:37])=[O:36])=[CH:14][CH:15]=[N:16]2)=[CH:11][C:10]=1[O:20][CH3:21])[C:2]1[CH:3]=[CH:4][CH:5]=[CH:6][CH:7]=1. The yield is 0.838. (2) The reactants are [N:1]1([CH2:7][CH2:8][N:9]2[C:13](=[O:14])[C:12]34[CH2:30][N:29](S(C5C=CC=CC=5[N+]([O-])=O)(=O)=O)[CH2:28][C@H:15]3[CH2:16][C@@H:17]([C:18]3[C:27]5[C:22](=[CH:23][CH:24]=[CH:25][CH:26]=5)[N:21]=[CH:20][CH:19]=3)[N:11]4[C:10]2=[O:43])[CH2:6][CH2:5][O:4][CH2:3][CH2:2]1.[S-]C1C=CC=CC=1.[Na+]. The catalyst is CN(C=O)C. The product is [N:1]1([CH2:7][CH2:8][N:9]2[C:13](=[O:14])[C:12]34[CH2:30][NH:29][CH2:28][C@H:15]3[CH2:16][C@@H:17]([C:18]3[C:27]5[C:22](=[CH:23][CH:24]=[CH:25][CH:26]=5)[N:21]=[CH:20][CH:19]=3)[N:11]4[C:10]2=[O:43])[CH2:2][CH2:3][O:4][CH2:5][CH2:6]1. The yield is 0.580.